From a dataset of NCI-60 drug combinations with 297,098 pairs across 59 cell lines. Regression. Given two drug SMILES strings and cell line genomic features, predict the synergy score measuring deviation from expected non-interaction effect. (1) Drug 1: CC12CCC(CC1=CCC3C2CCC4(C3CC=C4C5=CN=CC=C5)C)O. Drug 2: COC1=C2C(=CC3=C1OC=C3)C=CC(=O)O2. Cell line: SK-MEL-28. Synergy scores: CSS=-3.12, Synergy_ZIP=1.72, Synergy_Bliss=3.87, Synergy_Loewe=-2.69, Synergy_HSA=-0.0287. (2) Drug 1: CC1=C(C=C(C=C1)NC2=NC=CC(=N2)N(C)C3=CC4=NN(C(=C4C=C3)C)C)S(=O)(=O)N.Cl. Drug 2: C1=NC2=C(N1)C(=S)N=C(N2)N. Cell line: SK-OV-3. Synergy scores: CSS=45.5, Synergy_ZIP=1.28, Synergy_Bliss=3.58, Synergy_Loewe=-15.7, Synergy_HSA=2.12. (3) Drug 1: C1=CC(=CC=C1CC(C(=O)O)N)N(CCCl)CCCl.Cl. Drug 2: C1=NC2=C(N1)C(=S)N=CN2. Cell line: HT29. Synergy scores: CSS=16.8, Synergy_ZIP=-8.03, Synergy_Bliss=-6.73, Synergy_Loewe=-15.0, Synergy_HSA=-8.68. (4) Drug 1: CC=C1C(=O)NC(C(=O)OC2CC(=O)NC(C(=O)NC(CSSCCC=C2)C(=O)N1)C(C)C)C(C)C. Drug 2: CCC1(C2=C(COC1=O)C(=O)N3CC4=CC5=C(C=CC(=C5CN(C)C)O)N=C4C3=C2)O.Cl. Cell line: COLO 205. Synergy scores: CSS=75.2, Synergy_ZIP=1.57, Synergy_Bliss=-0.562, Synergy_Loewe=-5.51, Synergy_HSA=3.87. (5) Drug 1: CC1CCCC2(C(O2)CC(NC(=O)CC(C(C(=O)C(C1O)C)(C)C)O)C(=CC3=CSC(=N3)C)C)C. Drug 2: COCCOC1=C(C=C2C(=C1)C(=NC=N2)NC3=CC=CC(=C3)C#C)OCCOC.Cl. Cell line: ACHN. Synergy scores: CSS=54.3, Synergy_ZIP=16.5, Synergy_Bliss=19.2, Synergy_Loewe=-10.8, Synergy_HSA=14.0. (6) Drug 1: C1=CC(=CC=C1CCC2=CNC3=C2C(=O)NC(=N3)N)C(=O)NC(CCC(=O)O)C(=O)O. Drug 2: C(CCl)NC(=O)N(CCCl)N=O. Cell line: NCIH23. Synergy scores: CSS=7.71, Synergy_ZIP=1.22, Synergy_Bliss=3.90, Synergy_Loewe=1.82, Synergy_HSA=3.01.